This data is from CYP3A4 inhibition data for predicting drug metabolism from PubChem BioAssay. The task is: Regression/Classification. Given a drug SMILES string, predict its absorption, distribution, metabolism, or excretion properties. Task type varies by dataset: regression for continuous measurements (e.g., permeability, clearance, half-life) or binary classification for categorical outcomes (e.g., BBB penetration, CYP inhibition). Dataset: cyp3a4_veith. The molecule is COC(=O)c1cccc(C(=O)Nc2ccc(C)cc2)n1. The result is 1 (inhibitor).